From a dataset of Forward reaction prediction with 1.9M reactions from USPTO patents (1976-2016). Predict the product of the given reaction. Given the reactants C(OC([N:8]1[CH2:12][CH2:11][CH2:10][C@H:9]1[CH2:13][O:14][C:15]1[CH:16]=[N:17][CH:18]=[C:19]([N:21]2[CH2:25][CH2:24][C@@H:23]([CH2:26][O:27][CH2:28][CH2:29][CH2:30][C:31]3[CH:36]=[CH:35][CH:34]=[CH:33][CH:32]=3)[CH2:22]2)[CH:20]=1)=O)(C)(C)C.C(O)(C(F)(F)F)=O.O, predict the reaction product. The product is: [C:31]1([CH2:30][CH2:29][CH2:28][O:27][CH2:26][C@@H:23]2[CH2:24][CH2:25][N:21]([C:19]3[CH:18]=[N:17][CH:16]=[C:15]([O:14][CH2:13][C@@H:9]4[CH2:10][CH2:11][CH2:12][NH:8]4)[CH:20]=3)[CH2:22]2)[CH:32]=[CH:33][CH:34]=[CH:35][CH:36]=1.